This data is from Reaction yield outcomes from USPTO patents with 853,638 reactions. The task is: Predict the reaction yield, written as a fraction of the theoretical maximum amount of product (1.0 means a 100% yield; for example, 0.34 means a 34% yield). (1) The reactants are [OH:1][CH2:2][CH2:3][C:4]1[N:5]=[C:6]([NH:9][C:10](=[O:16])[O:11][C:12]([CH3:15])([CH3:14])[CH3:13])[S:7][CH:8]=1.[O:17]1[CH:22]=[CH:21][CH2:20][CH2:19][CH2:18]1.[NH+]1C=CC=CC=1.C1(C)C=CC(S(O)(=O)=O)=CC=1. The catalyst is ClCCl. The product is [O:17]1[CH2:22][CH2:21][CH2:20][CH2:19][CH:18]1[O:1][CH2:2][CH2:3][C:4]1[N:5]=[C:6]([NH:9][C:10](=[O:16])[O:11][C:12]([CH3:13])([CH3:15])[CH3:14])[S:7][CH:8]=1. The yield is 0.820. (2) The reactants are Cl.[Cl:2][CH2:3][C:4]1[N:8]([CH3:9])[C:7]2[CH:10]=[CH:11][CH:12]=[CH:13][C:6]=2[N:5]=1.Cl.[CH2:15]([O:17][C:18](=[O:21])[CH2:19][NH2:20])[CH3:16].C(=O)([O-])[O-].[K+].[K+].[I-].[K+]. The catalyst is C(#N)C.O.C(OCC)(=O)C. The product is [ClH:2].[CH2:15]([O:17][C:18](=[O:21])[CH2:19][NH:20][CH2:3][C:4]1[N:8]([CH3:9])[C:7]2[CH:10]=[CH:11][CH:12]=[CH:13][C:6]=2[N:5]=1)[CH3:16]. The yield is 0.700. (3) The reactants are [N:1]1[C:10]2[C:5](=[CH:6][CH:7]=[CH:8][CH:9]=2)[CH:4]=[C:3]([C:11]2[CH2:16][CH2:15][N:14](C(OC(C)(C)C)=O)[CH2:13][CH:12]=2)[CH:2]=1.[H][H]. The catalyst is [Pd].CO. The product is [NH:14]1[CH2:15][CH2:16][CH:11]([C:3]2[CH:2]=[N:1][C:10]3[C:5]([CH:4]=2)=[CH:6][CH:7]=[CH:8][CH:9]=3)[CH2:12][CH2:13]1. The yield is 0.450.